From a dataset of Full USPTO retrosynthesis dataset with 1.9M reactions from patents (1976-2016). Predict the reactants needed to synthesize the given product. Given the product [F:23][C:24]1[CH:31]=[CH:30][C:27]([CH2:28][O:20][C:17]2[CH:18]=[CH:19][C:14]([CH2:13][C:10]3[CH:9]=[C:8]([C:7]4[C:2]([NH2:1])=[N:3][CH:4]=[CH:5][CH:6]=4)[O:12][N:11]=3)=[CH:15][CH:16]=2)=[CH:26][CH:25]=1, predict the reactants needed to synthesize it. The reactants are: [NH2:1][C:2]1[C:7]([C:8]2[O:12][N:11]=[C:10]([CH2:13][C:14]3[CH:19]=[CH:18][C:17]([OH:20])=[CH:16][CH:15]=3)[CH:9]=2)=[CH:6][CH:5]=[CH:4][N:3]=1.[OH-].[Na+].[F:23][C:24]1[CH:31]=[CH:30][C:27]([CH2:28]Br)=[CH:26][CH:25]=1.